This data is from Full USPTO retrosynthesis dataset with 1.9M reactions from patents (1976-2016). The task is: Predict the reactants needed to synthesize the given product. (1) Given the product [Cl:1][CH2:2][CH:3]([C:5]1[CH:10]=[CH:9][CH:8]=[CH:7][CH:6]=1)[OH:4], predict the reactants needed to synthesize it. The reactants are: [Cl:1][CH2:2][C:3]([C:5]1[CH:10]=[CH:9][CH:8]=[CH:7][CH:6]=1)=[O:4].B(Cl)([C@@H]1[C@@H](C)[C@@H]2C(C)(C)[C@@H](C2)C1)[C@@H]1[C@@H](C)[C@@H]2C(C)(C)[C@@H](C2)C1.N(CCO)CCO. (2) Given the product [C:17]([O:16][CH:5]([O:4][C:1](=[O:3])[CH3:2])[C:6]1[CH:7]=[CH:8][CH:9]=[C:10]([S:26]([Cl:29])(=[O:28])=[O:27])[CH:11]=1)(=[O:19])[CH3:18], predict the reactants needed to synthesize it. The reactants are: [C:1]([O:4][CH:5]([O:16][C:17](=[O:19])[CH3:18])[C:6]1[CH:11]=[CH:10][C:9](S(Cl)(=O)=O)=[CH:8][CH:7]=1)(=[O:3])[CH3:2].C1(C)C=CC=C([S:26]([Cl:29])(=[O:28])=[O:27])C=1. (3) Given the product [CH2:1]([O:8][N:9]1[C:18]2[C:13](=[CH:14][C:15]([Br:19])=[CH:16][N:17]=2)[C:12]([OH:20])=[C:11]([C:21]([NH:35][CH2:34][C:28]2[CH:29]=[CH:30][C:31]([F:33])=[CH:32][C:27]=2[F:26])=[O:23])[C:10]1=[O:25])[C:2]1[CH:7]=[CH:6][CH:5]=[CH:4][CH:3]=1, predict the reactants needed to synthesize it. The reactants are: [CH2:1]([O:8][N:9]1[C:18]2[C:13](=[CH:14][C:15]([Br:19])=[CH:16][N:17]=2)[C:12]([OH:20])=[C:11]([C:21]([O:23]C)=O)[C:10]1=[O:25])[C:2]1[CH:7]=[CH:6][CH:5]=[CH:4][CH:3]=1.[F:26][C:27]1[CH:32]=[C:31]([F:33])[CH:30]=[CH:29][C:28]=1[CH2:34][NH2:35]. (4) Given the product [C:1]([O:5][C:6]([N:8]1[CH2:13][CH2:12][CH2:11][C@H:10]([NH:14][C:15]([C:17]2[C:21]([NH:22][C:23]([NH:25][CH2:36][CH2:35][F:34])=[O:24])=[CH:20][N:19]([C:26]3[CH:31]=[CH:30][CH:29]=[C:28]([F:32])[CH:27]=3)[CH:18]=2)=[O:16])[CH2:9]1)=[O:7])([CH3:4])([CH3:2])[CH3:3], predict the reactants needed to synthesize it. The reactants are: [C:1]([O:5][C:6]([N:8]1[CH2:13][CH2:12][CH2:11][C@H:10]([NH:14][C:15]([C:17]2[C:21]([NH:22][C:23]([NH2:25])=[O:24])=[CH:20][N:19]([C:26]3[CH:31]=[CH:30][CH:29]=[C:28]([F:32])[CH:27]=3)[CH:18]=2)=[O:16])[CH2:9]1)=[O:7])([CH3:4])([CH3:3])[CH3:2].Cl.[F:34][CH2:35][CH2:36]N.C([O-])(=O)C.[Na+].C(OCC)(=O)C. (5) Given the product [Br-:1].[CH2:12]([C:9]1[CH:10]=[CH:11][C:6]([CH2:5][CH2:4][CH2:3][CH2:2][N+:16]2[CH:21]=[CH:20][C:19]([CH3:22])=[CH:18][C:17]=2[CH3:23])=[CH:7][CH:8]=1)[CH2:13][CH2:14][CH3:15], predict the reactants needed to synthesize it. The reactants are: [Br:1][CH2:2][CH2:3][CH2:4][CH2:5][C:6]1[CH:11]=[CH:10][C:9]([CH2:12][CH2:13][CH2:14][CH3:15])=[CH:8][CH:7]=1.[N:16]1[CH:21]=[CH:20][C:19]([CH3:22])=[CH:18][C:17]=1[CH3:23].